Dataset: Full USPTO retrosynthesis dataset with 1.9M reactions from patents (1976-2016). Task: Predict the reactants needed to synthesize the given product. (1) Given the product [Br:10][C:7]1[C:2]([NH2:1])=[N:3][C:4]([Cl:9])=[N:5][C:6]=1[Cl:8], predict the reactants needed to synthesize it. The reactants are: [NH2:1][C:2]1[CH:7]=[C:6]([Cl:8])[N:5]=[C:4]([Cl:9])[N:3]=1.[Br:10]N1C(=O)CCC1=O.O. (2) Given the product [Cl:36][C:33]1[C:32]([S:37]([NH2:40])(=[O:39])=[O:38])=[C:31]([OH:41])[C:30]([NH:29][C:45]([NH:43][CH:5]2[CH2:6][CH2:7][CH2:8][CH:3]([O:2][CH3:1])[CH2:4]2)=[O:46])=[CH:35][CH:34]=1, predict the reactants needed to synthesize it. The reactants are: [CH3:1][O:2][CH:3]1[CH2:8][CH2:7][CH2:6][CH:5](C(O)=O)[CH2:4]1.C1C=CC(P(N=[N+]=[N-])(C2C=CC=CC=2)=O)=CC=1.[NH2:29][C:30]1[C:31]([OH:41])=[C:32]([S:37]([NH2:40])(=[O:39])=[O:38])[C:33]([Cl:36])=[CH:34][CH:35]=1.C[N:43]([CH:45]=[O:46])C. (3) Given the product [CH2:19]([O:1][C:2]1[CH:3]=[C:4]([CH2:8][NH:9][C:10](=[O:18])[C:11]2[CH:16]=[CH:15][CH:14]=[N:13][C:12]=2[NH2:17])[CH:5]=[CH:6][CH:7]=1)[CH3:20], predict the reactants needed to synthesize it. The reactants are: [OH:1][C:2]1[CH:3]=[C:4]([CH2:8][NH:9][C:10](=[O:18])[C:11]2[CH:16]=[CH:15][CH:14]=[N:13][C:12]=2[NH2:17])[CH:5]=[CH:6][CH:7]=1.[CH2:19](I)[CH3:20].C(=O)([O-])[O-].[Cs+].[Cs+].CN(C=O)C.